This data is from Catalyst prediction with 721,799 reactions and 888 catalyst types from USPTO. The task is: Predict which catalyst facilitates the given reaction. (1) Reactant: [C:1](=[O:29])([O:24][CH2:25][CH:26]([CH3:28])[CH3:27])[O:2][C:3]1[CH:8]=[C:7]([C:9]([F:12])([F:11])[F:10])[CH:6]=[C:5]([C:13]2[N:17]=[CH:16][N:15](/[CH:18]=[CH:19]\[C:20]([NH:22][NH2:23])=[O:21])[N:14]=2)[CH:4]=1.[CH3:30]OC(OC)OC.CS(O)(=O)=O.CO.ClCCl. Product: [C:1](=[O:29])([O:24][CH2:25][CH:26]([CH3:27])[CH3:28])[O:2][C:3]1[CH:8]=[C:7]([C:9]([F:10])([F:11])[F:12])[CH:6]=[C:5]([C:13]2[N:17]=[CH:16][N:15](/[CH:18]=[CH:19]\[C:20]3[O:21][CH:30]=[N:23][N:22]=3)[N:14]=2)[CH:4]=1. The catalyst class is: 1. (2) Reactant: [NH2:1][C:2]1[CH:7]=[CH:6][C:5]([C@@H:8]2[O:13][CH2:12][CH2:11][N:10]([C:14]([O:16][C:17]([CH3:20])([CH3:19])[CH3:18])=[O:15])[CH2:9]2)=[CH:4][CH:3]=1.[CH3:21][C:22]1[N:26]([C:27]2[CH:32]=[CH:31][CH:30]=[CH:29][CH:28]=2)[N:25]=[CH:24][C:23]=1[C:33](O)=[O:34].CN(C(ON1N=NC2C=CC=CC1=2)=[N+](C)C)C.F[P-](F)(F)(F)(F)F.CN1CCOCC1. Product: [CH3:21][C:22]1[N:26]([C:27]2[CH:32]=[CH:31][CH:30]=[CH:29][CH:28]=2)[N:25]=[CH:24][C:23]=1[C:33]([NH:1][C:2]1[CH:7]=[CH:6][C:5]([C@@H:8]2[O:13][CH2:12][CH2:11][N:10]([C:14]([O:16][C:17]([CH3:20])([CH3:19])[CH3:18])=[O:15])[CH2:9]2)=[CH:4][CH:3]=1)=[O:34]. The catalyst class is: 20. (3) Reactant: Cl[C:2]1[C:7]([Cl:8])=[CH:6][C:5]([N+:9]([O-:11])=[O:10])=[CH:4][N:3]=1.Cl.[NH2:13][CH2:14][C:15]1[CH:24]=[CH:23][C:18]([C:19]([O:21][CH3:22])=[O:20])=[CH:17][CH:16]=1.CCN(C(C)C)C(C)C. Product: [Cl:8][C:7]1[C:2]([NH:13][CH2:14][C:15]2[CH:16]=[CH:17][C:18]([C:19]([O:21][CH3:22])=[O:20])=[CH:23][CH:24]=2)=[N:3][CH:4]=[C:5]([N+:9]([O-:11])=[O:10])[CH:6]=1. The catalyst class is: 41. (4) Reactant: [Cl:1][C:2]1[CH:3]=[C:4]([C:11]2[CH:16]=[C:15]([CH2:17][CH2:18][CH3:19])[CH:14]=[C:13]([C:20]#[N:21])[C:12]=2[C:22]2[S:23][CH:24]=[CH:25][C:26]=2[CH3:27])[CH:5]=[C:6]([F:10])[C:7]=1[O:8]C.B(Br)(Br)Br.Cl.O. Product: [Cl:1][C:2]1[CH:3]=[C:4]([C:11]2[CH:16]=[C:15]([CH2:17][CH2:18][CH3:19])[CH:14]=[C:13]([C:20]#[N:21])[C:12]=2[C:22]2[S:23][CH:24]=[CH:25][C:26]=2[CH3:27])[CH:5]=[C:6]([F:10])[C:7]=1[OH:8]. The catalyst class is: 2. (5) Reactant: [NH2:1][C:2]1[CH:3]=[C:4]([CH:21]=[CH:22][CH:23]=1)[O:5][C:6]1[CH:7]=[CH:8][C:9]2[N:10]([CH:12]=[C:13]([NH:15][C:16]([CH:18]3[CH2:20][CH2:19]3)=[O:17])[N:14]=2)[N:11]=1.[F:24][C:25]1[CH:26]=[C:27]([CH:31]=[C:32]([C:34]([F:37])([F:36])[F:35])[CH:33]=1)[C:28](O)=[O:29].ON1C2C=CC=CC=2N=N1.Cl.C(N=C=NCCCN(C)C)C. Product: [CH:18]1([C:16]([NH:15][C:13]2[N:14]=[C:9]3[CH:8]=[CH:7][C:6]([O:5][C:4]4[CH:3]=[C:2]([NH:1][C:28](=[O:29])[C:27]5[CH:31]=[C:32]([C:34]([F:35])([F:36])[F:37])[CH:33]=[C:25]([F:24])[CH:26]=5)[CH:23]=[CH:22][CH:21]=4)=[N:11][N:10]3[CH:12]=2)=[O:17])[CH2:20][CH2:19]1. The catalyst class is: 9. (6) Product: [Br:14][C:15]1[CH:16]=[C:17]([N+:22]([O-:24])=[O:23])[C:18]([CH3:3])=[N:19][CH:20]=1. Reactant: [H-].[Na+].[C:3](OCC)(=O)CC(OCC)=O.[Br:14][C:15]1[CH:16]=[C:17]([N+:22]([O-:24])=[O:23])[C:18](Cl)=[N:19][CH:20]=1.[NH4+].[Cl-]. The catalyst class is: 3. (7) Reactant: [Cl:1][C:2]1[CH:10]=[C:9]2[C:5]([CH:6]=[C:7]([CH:11]=[CH:12][CH2:13][CH2:14][CH2:15][CH3:16])[NH:8]2)=[CH:4][CH:3]=1.[H][H]. Product: [Cl:1][C:2]1[CH:10]=[C:9]2[C:5]([CH:6]=[C:7]([CH2:11][CH2:12][CH2:13][CH2:14][CH2:15][CH3:16])[NH:8]2)=[CH:4][CH:3]=1. The catalyst class is: 29.